Predict the reactants needed to synthesize the given product. From a dataset of Full USPTO retrosynthesis dataset with 1.9M reactions from patents (1976-2016). (1) Given the product [CH2:7]([S:8][CH2:9][CH2:10][C:11]([O:13][CH3:14])=[O:12])[CH2:6][CH2:5][CH2:4]/[CH:3]=[CH:45]\[CH2:44][CH2:43][CH2:42][CH2:41][CH2:40][CH2:39][CH2:38][C:37]#[CH:36], predict the reactants needed to synthesize it. The reactants are: BrP(C1C=CC=CC=1)(C1C=CC=CC=1)(C1C=CC=CC=1)[CH2:3][CH2:4][CH2:5][CH2:6][CH2:7][S:8][CH2:9][CH2:10][C:11]([O:13][CH3:14])=[O:12].C[O-].[Na+].[CH:36](=O)[CH2:37][CH2:38][CH2:39][CH2:40][CH2:41][CH2:42][CH2:43][C:44]#[CH:45]. (2) Given the product [CH3:23][N:12]([CH2:11][C:9]1[N:10]=[C:6]2[CH:5]=[CH:4][CH:3]=[C:2]([O:32][CH2:31][CH2:30][N:24]3[CH2:29][CH2:28][CH2:27][CH2:26][CH2:25]3)[N:7]2[CH:8]=1)[C@@H:13]1[C:22]2[N:21]=[CH:20][CH:19]=[CH:18][C:17]=2[CH2:16][CH2:15][CH2:14]1, predict the reactants needed to synthesize it. The reactants are: F[C:2]1[N:7]2[CH:8]=[C:9]([CH2:11][N:12]([CH3:23])[C@@H:13]3[C:22]4[N:21]=[CH:20][CH:19]=[CH:18][C:17]=4[CH2:16][CH2:15][CH2:14]3)[N:10]=[C:6]2[CH:5]=[CH:4][CH:3]=1.[N:24]1([CH2:30][CH2:31][OH:32])[CH2:29][CH2:28][CH2:27][CH2:26][CH2:25]1. (3) Given the product [CH3:60][O:61][C:62](=[O:63])[NH:64][C@H:65]([C:66]([N:11]1[CH2:15][CH2:14][CH2:13][C@H:12]1[C:16]1[NH:17][C:18]([C:21]2[CH:26]=[CH:25][C:24]([B:27]3[O:31][C:30]([CH3:33])([CH3:32])[C:29]([CH3:35])([CH3:34])[O:28]3)=[CH:23][CH:22]=2)=[CH:19][N:20]=1)=[O:67])[CH:69]([CH3:71])[CH3:70], predict the reactants needed to synthesize it. The reactants are: C(N(C(C)C)CC)(C)C.Cl.[NH:11]1[CH2:15][CH2:14][CH2:13][C@H:12]1[C:16]1[NH:17][C:18]([C:21]2[CH:26]=[CH:25][C:24]([B:27]3[O:31][C:30]([CH3:33])([CH3:32])[C:29]([CH3:35])([CH3:34])[O:28]3)=[CH:23][CH:22]=2)=[CH:19][N:20]=1.F[P-](F)(F)(F)(F)F.N1(OC(N(C)C)=[N+](C)C)C2N=CC=CC=2N=N1.[CH3:60][O:61][C:62]([NH:64][C@@H:65]([CH:69]([CH3:71])[CH3:70])[C:66](O)=[O:67])=[O:63]. (4) Given the product [O:1]=[C:2]1[O:6][N:5]=[C:4]([C:7]([OH:9])=[O:8])[NH:3]1, predict the reactants needed to synthesize it. The reactants are: [O:1]=[C:2]1[O:6][N:5]=[C:4]([C:7]([O:9]CC)=[O:8])[NH:3]1.[OH-].[Na+].Cl.